Dataset: Full USPTO retrosynthesis dataset with 1.9M reactions from patents (1976-2016). Task: Predict the reactants needed to synthesize the given product. (1) Given the product [Br:1][C:2]([CH3:7])([CH3:6])[C:3]([NH:17][O:16][CH2:9][C:10]1[CH:15]=[CH:14][CH:13]=[CH:12][CH:11]=1)=[O:4], predict the reactants needed to synthesize it. The reactants are: [Br:1][C:2]([CH3:7])([CH3:6])[C:3](Br)=[O:4].Cl.[CH2:9]([O:16][NH2:17])[C:10]1[CH:15]=[CH:14][CH:13]=[CH:12][CH:11]=1. (2) Given the product [N+:39]([C:36]1[CH:37]=[CH:38][C:33]([O:3][C:4]2[CH:5]=[C:6]([CH:10]3[CH2:19][CH2:18][C:17]4[C:12](=[CH:13][CH:14]=[C:15]([O:20][C:21]5[N:26]=[CH:25][C:24]([NH:27][S:28]([CH3:31])(=[O:30])=[O:29])=[CH:23][CH:22]=5)[CH:16]=4)[O:11]3)[CH:7]=[CH:8][CH:9]=2)=[N:34][CH:35]=1)([O-:41])=[O:40], predict the reactants needed to synthesize it. The reactants are: [F-].[K+].[OH:3][C:4]1[CH:5]=[C:6]([CH:10]2[CH2:19][CH2:18][C:17]3[C:12](=[CH:13][CH:14]=[C:15]([O:20][C:21]4[N:26]=[CH:25][C:24]([NH:27][S:28]([CH3:31])(=[O:30])=[O:29])=[CH:23][CH:22]=4)[CH:16]=3)[O:11]2)[CH:7]=[CH:8][CH:9]=1.Cl[C:33]1[CH:38]=[CH:37][C:36]([N+:39]([O-:41])=[O:40])=[CH:35][N:34]=1.Cl. (3) Given the product [ClH:1].[CH3:2][O:3][C:4]1[CH:5]=[C:6]2[C:11](=[C:12]([O:16][CH3:17])[C:13]=1[O:14][CH3:15])[CH:10]=[C:9](/[CH:18]=[CH:19]/[C:20]([N:22]1[CH2:27][CH2:26][CH:25]([CH2:28][N:29]([CH3:57])[CH2:30][CH:31]3[CH2:36][CH2:35][N:34]([C:37](=[O:56])/[CH:38]=[CH:39]/[C:40]4[CH:49]=[CH:48][C:47]5[C:42](=[C:43]([O:54][CH3:55])[C:44]([O:52][CH3:53])=[C:45]([O:50][CH3:51])[CH:46]=5)[CH:41]=4)[CH2:33][CH2:32]3)[CH2:24][CH2:23]1)=[O:21])[CH:8]=[CH:7]2, predict the reactants needed to synthesize it. The reactants are: [ClH:1].[CH3:2][O:3][C:4]1[CH:5]=[C:6]2[C:11](=[C:12]([O:16][CH3:17])[C:13]=1[O:14][CH3:15])[CH:10]=[C:9](/[CH:18]=[CH:19]/[C:20]([N:22]1[CH2:27][CH2:26][CH:25]([CH2:28][N:29]([CH3:57])[CH2:30][CH:31]3[CH2:36][CH2:35][N:34]([C:37](=[O:56])/[CH:38]=[CH:39]/[C:40]4[CH:49]=[CH:48][C:47]5[C:42](=[C:43]([O:54][CH3:55])[C:44]([O:52][CH3:53])=[C:45]([O:50][CH3:51])[CH:46]=5)[CH:41]=4)[CH2:33][CH2:32]3)[CH2:24][CH2:23]1)=[O:21])[CH:8]=[CH:7]2. (4) Given the product [Cl:11][C:12]1[CH:13]=[C:14]([NH:15][C:2](=[O:3])[O:4][C:5]2[CH:10]=[CH:9][CH:8]=[CH:7][CH:6]=2)[CH:16]=[CH:17][C:18]=1[C:19]([F:21])([F:22])[F:20], predict the reactants needed to synthesize it. The reactants are: Cl[C:2]([O:4][C:5]1[CH:10]=[CH:9][CH:8]=[CH:7][CH:6]=1)=[O:3].[Cl:11][C:12]1[CH:13]=[C:14]([CH:16]=[CH:17][C:18]=1[C:19]([F:22])([F:21])[F:20])[NH2:15].N1C=CC=CC=1. (5) Given the product [CH2:1]([C@H:8]1[CH2:12][O:11][C:10](=[O:13])[N:9]1[C:14](=[O:49])[C@@H:15]([O:47][CH3:48])[CH2:16][C:17]1[C:26]2[C:21](=[CH:22][CH:23]=[CH:24][CH:25]=2)[C:20]([O:27][CH2:28][CH2:29][C:30]2[N:31]=[C:32]([C:36]3[CH:37]=[CH:38][C:39]([C:42]([F:43])([F:44])[F:45])=[CH:40][CH:41]=3)[O:33][C:34]=2[CH3:35])=[CH:19][CH:18]=1)[C:2]1[CH:7]=[CH:6][CH:5]=[CH:4][CH:3]=1, predict the reactants needed to synthesize it. The reactants are: [CH2:1]([C@H:8]1[CH2:12][O:11][C:10](=[O:13])[N:9]1[C:14](=[O:49])[C@@H:15]([O:47][CH3:48])[C@H:16](O)[C:17]1[C:26]2[C:21](=[CH:22][CH:23]=[CH:24][CH:25]=2)[C:20]([O:27][CH2:28][CH2:29][C:30]2[N:31]=[C:32]([C:36]3[CH:41]=[CH:40][C:39]([C:42]([F:45])([F:44])[F:43])=[CH:38][CH:37]=3)[O:33][C:34]=2[CH3:35])=[CH:19][CH:18]=1)[C:2]1[CH:7]=[CH:6][CH:5]=[CH:4][CH:3]=1.C([SiH](CC)CC)C.